From a dataset of NCI-60 drug combinations with 297,098 pairs across 59 cell lines. Regression. Given two drug SMILES strings and cell line genomic features, predict the synergy score measuring deviation from expected non-interaction effect. (1) Drug 1: CN(C)C1=NC(=NC(=N1)N(C)C)N(C)C. Drug 2: C1CN(CCN1C(=O)CCBr)C(=O)CCBr. Cell line: NCI/ADR-RES. Synergy scores: CSS=6.78, Synergy_ZIP=-3.90, Synergy_Bliss=-3.10, Synergy_Loewe=-1.69, Synergy_HSA=-1.68. (2) Drug 1: CC1=CC=C(C=C1)C2=CC(=NN2C3=CC=C(C=C3)S(=O)(=O)N)C(F)(F)F. Drug 2: C1=CN(C(=O)N=C1N)C2C(C(C(O2)CO)O)O.Cl. Cell line: RXF 393. Synergy scores: CSS=5.16, Synergy_ZIP=-3.02, Synergy_Bliss=-2.12, Synergy_Loewe=0.354, Synergy_HSA=0.381. (3) Drug 1: CC1=CC=C(C=C1)C2=CC(=NN2C3=CC=C(C=C3)S(=O)(=O)N)C(F)(F)F. Drug 2: CC1=C(C=C(C=C1)NC(=O)C2=CC=C(C=C2)CN3CCN(CC3)C)NC4=NC=CC(=N4)C5=CN=CC=C5. Cell line: SW-620. Synergy scores: CSS=-10.8, Synergy_ZIP=2.43, Synergy_Bliss=-2.27, Synergy_Loewe=-5.41, Synergy_HSA=-7.73.